From a dataset of Forward reaction prediction with 1.9M reactions from USPTO patents (1976-2016). Predict the product of the given reaction. (1) Given the reactants Cl.[Br:2][C:3]1[CH:8]=[CH:7][C:6]([C:9]2([NH2:13])[CH2:12][O:11][CH2:10]2)=[CH:5][CH:4]=1.[C:14](O[C:14]([O:16][C:17]([CH3:20])([CH3:19])[CH3:18])=[O:15])([O:16][C:17]([CH3:20])([CH3:19])[CH3:18])=[O:15], predict the reaction product. The product is: [C:17]([O:16][C:14](=[O:15])[NH:13][C:9]1([C:6]2[CH:5]=[CH:4][C:3]([Br:2])=[CH:8][CH:7]=2)[CH2:10][O:11][CH2:12]1)([CH3:20])([CH3:19])[CH3:18]. (2) Given the reactants C([O:8][C:9]1[CH:14]=[C:13](/[CH:15]=[CH:16]/[CH:17]2[CH2:26][C:25]3[C:20](=[CH:21][CH:22]=[CH:23][CH:24]=3)[CH2:19][NH:18]2)[CH:12]=[CH:11][C:10]=1[N:27]1[S:31](=[O:33])(=[O:32])[N:30](CC[Si](C)(C)C)[C:29](=[O:40])[CH2:28]1)C1C=CC=CC=1.[F:41][C:42]([F:54])([F:53])[C:43]1[CH:48]=[CH:47][C:46]([S:49](Cl)(=[O:51])=[O:50])=[CH:45][CH:44]=1, predict the reaction product. The product is: [OH:8][C:9]1[CH:14]=[C:13]([CH2:15][CH2:16][CH:17]2[CH2:26][C:25]3[C:20](=[CH:21][CH:22]=[CH:23][CH:24]=3)[CH2:19][N:18]2[S:49]([C:46]2[CH:45]=[CH:44][C:43]([C:42]([F:41])([F:53])[F:54])=[CH:48][CH:47]=2)(=[O:51])=[O:50])[CH:12]=[CH:11][C:10]=1[N:27]1[S:31](=[O:33])(=[O:32])[NH:30][C:29](=[O:40])[CH2:28]1. (3) The product is: [CH:13]([N:16]([CH:20]([CH3:22])[CH3:21])[CH2:17][CH2:18][NH:19][C:1](=[O:12])/[CH:2]=[CH:3]/[CH2:4][CH2:5][CH2:6][CH2:7][CH2:8][CH2:9][CH3:10])([CH3:15])[CH3:14]. Given the reactants [C:1]([OH:12])(=O)/[CH:2]=[CH:3]/[CH2:4][CH2:5][CH2:6][CH2:7][CH2:8][CH2:9][CH3:10].[CH:13]([N:16]([CH:20]([CH3:22])[CH3:21])[CH2:17][CH2:18][NH2:19])([CH3:15])[CH3:14], predict the reaction product. (4) Given the reactants [Br:1][C:2]1[CH:7]=[C:6]([N+:8]([O-])=O)[CH:5]=[CH:4][C:3]=1[Cl:11], predict the reaction product. The product is: [Br:1][C:2]1[CH:7]=[C:6]([NH2:8])[CH:5]=[CH:4][C:3]=1[Cl:11].